Dataset: Catalyst prediction with 721,799 reactions and 888 catalyst types from USPTO. Task: Predict which catalyst facilitates the given reaction. (1) Reactant: [C:14]1(P([C:14]2[CH:19]=[CH:18][CH:17]=[CH:16][CH:15]=2)[C:14]2[CH:19]=[CH:18][CH:17]=[CH:16][CH:15]=2)[CH:19]=[CH:18][CH:17]=[CH:16][CH:15]=1.[C:20]1([O-])C=CC=C[CH:21]=1.[K+].[CH3:28][C:29]1([CH3:45])[C:33]([CH3:35])([CH3:34])[O:32][B:31]([B:31]2[O:32][C:33]([CH3:35])([CH3:34])[C:29]([CH3:45])([CH3:28])[O:30]2)[O:30]1. Product: [C:14]1([B:31]2[O:32][C:33]([CH3:35])([CH3:34])[C:29]([CH3:45])([CH3:28])[O:30]2)[CH2:19][CH2:18][CH2:17][CH2:16][CH2:15][CH2:21][CH:20]=1. The catalyst class is: 747. (2) Reactant: [CH3:1][O:2][C:3]1[CH:28]=[CH:27][C:6]([CH2:7][N:8]2[C:16]3[CH:15]=[CH:14][NH:13][C:12](=[O:17])[C:11]=3[C:10]([C:18]3[CH:19]=[C:20]([C:23]([O:25]C)=[O:24])[S:21][CH:22]=3)=[N:9]2)=[CH:5][CH:4]=1.CO.C1COCC1.[OH-].[Na+]. Product: [CH3:1][O:2][C:3]1[CH:4]=[CH:5][C:6]([CH2:7][N:8]2[C:16]3[CH:15]=[CH:14][NH:13][C:12](=[O:17])[C:11]=3[C:10]([C:18]3[CH:19]=[C:20]([C:23]([OH:25])=[O:24])[S:21][CH:22]=3)=[N:9]2)=[CH:27][CH:28]=1. The catalyst class is: 6. (3) Reactant: CCN(C(C)C)C(C)C.[NH2:10][CH2:11][CH:12]([C:14]1[CH:19]=[CH:18][CH:17]=[CH:16][CH:15]=1)[OH:13].[CH:20]1([CH3:32])[CH2:25][CH2:24][CH:23]([CH:26]([CH3:28])[CH3:27])[CH:22]([C:29](Cl)=[O:30])[CH2:21]1.Cl. The catalyst class is: 2. Product: [OH:13][CH:12]([C:14]1[CH:19]=[CH:18][CH:17]=[CH:16][CH:15]=1)[CH2:11][NH:10][C:29]([CH:22]1[CH2:21][CH:20]([CH3:32])[CH2:25][CH2:24][CH:23]1[CH:26]([CH3:28])[CH3:27])=[O:30]. (4) Reactant: [Cl-].[CH:2]1([NH:5][C:6]([C:8]2([NH2+:11][CH3:12])[CH2:10][CH2:9]2)=[O:7])[CH2:4][CH2:3]1.[CH3:13][N:14]1[C:26]2[CH2:25][CH2:24][CH:23]([CH:27]3[CH2:32][CH2:31][O:30][CH2:29][CH2:28]3)[CH2:22][C:21]=2[C:20]2[C:15]1=[CH:16][CH:17]=[C:18]([C:33](O)=[O:34])[CH:19]=2.CCN(C(C)C)C(C)C.CN(C(ON1N=NC2C=CC=NC1=2)=[N+](C)C)C.F[P-](F)(F)(F)(F)F. Product: [CH:2]1([NH:5][C:6]([C:8]2([N:11]([CH3:12])[C:33]([C:18]3[CH:17]=[C:16]4[C:15](=[CH:20][CH:19]=3)[N:14]([CH3:13])[C:26]3[CH2:21][CH2:22][CH:23]([CH:27]5[CH2:32][CH2:31][O:30][CH2:29][CH2:28]5)[CH2:24][C:25]4=3)=[O:34])[CH2:9][CH2:10]2)=[O:7])[CH2:4][CH2:3]1. The catalyst class is: 3. (5) Reactant: Cl[C:2]1[C:21]([I:22])=[CH:20][C:5]([C:6]([NH:8][C:9]2[CH:14]=[CH:13][C:12]([O:15][C:16]([Cl:19])([F:18])[F:17])=[CH:11][CH:10]=2)=[O:7])=[CH:4][N:3]=1.[NH:23]1[CH2:27][C@@H:26]([OH:28])[C@H:25]([OH:29])[CH2:24]1.CCN(C(C)C)C(C)C. Product: [Cl:19][C:16]([F:18])([F:17])[O:15][C:12]1[CH:13]=[CH:14][C:9]([NH:8][C:6](=[O:7])[C:5]2[CH:20]=[C:21]([I:22])[C:2]([N:23]3[CH2:27][C@@H:26]([OH:28])[C@H:25]([OH:29])[CH2:24]3)=[N:3][CH:4]=2)=[CH:10][CH:11]=1. The catalyst class is: 41.